Dataset: Full USPTO retrosynthesis dataset with 1.9M reactions from patents (1976-2016). Task: Predict the reactants needed to synthesize the given product. (1) Given the product [CH3:18][C:14]1[C:15]([O:17][CH2:20][CH2:21][CH2:22][NH:34][S:31]([CH3:30])(=[O:33])=[O:32])=[CH:16][N:12]2[C:13]=1[C:8]([O:1][C:2]1[CH:3]=[CH:4][CH:5]=[CH:6][CH:7]=1)=[N:9][CH:10]=[N:11]2, predict the reactants needed to synthesize it. The reactants are: [O:1]([C:8]1[C:13]2=[C:14]([CH3:18])[C:15]([OH:17])=[CH:16][N:12]2[N:11]=[CH:10][N:9]=1)[C:2]1[CH:7]=[CH:6][CH:5]=[CH:4][CH:3]=1.Br[CH2:20][CH2:21][CH2:22]Br.C([O-])([O-])=O.[K+].[K+].[CH3:30][S:31]([NH2:34])(=[O:33])=[O:32]. (2) The reactants are: [N:1]([CH2:4][C:5]1[CH:10]=[N:9][C:8]2[N:11]([CH2:14][CH3:15])[N:12]=[CH:13][C:7]=2[C:6]=1[NH:16][CH:17]1[CH2:22][CH2:21][O:20][CH2:19][CH2:18]1)=[N+:2]=[N-:3].Cl[CH2:24]C1C(C)=NC2N(CC)N=CC=2C=1NC1CCOCC1. Given the product [N:1]([CH2:4][C:5]1[C:10]([CH3:24])=[N:9][C:8]2[N:11]([CH2:14][CH3:15])[N:12]=[CH:13][C:7]=2[C:6]=1[NH:16][CH:17]1[CH2:22][CH2:21][O:20][CH2:19][CH2:18]1)=[N+:2]=[N-:3], predict the reactants needed to synthesize it. (3) Given the product [F:12][C:7]1[CH:6]=[C:5]([O:13][CH3:14])[C:4]([CH2:3][CH:2]=[O:1])=[CH:11][C:8]=1[C:9]#[N:10], predict the reactants needed to synthesize it. The reactants are: [OH:1][CH:2](CO)[CH2:3][C:4]1[C:5]([O:13][CH3:14])=[CH:6][C:7]([F:12])=[C:8]([CH:11]=1)[C:9]#[N:10]. (4) The reactants are: Br[C:2]1[CH:3]=[C:4]([CH:23]=[CH:24][CH:25]=1)[CH2:5][O:6][C:7]1[CH:12]=[CH:11][C:10]([C:13]2([CH2:17][C:18]([O:20][CH2:21][CH3:22])=[O:19])[CH2:16][O:15][CH2:14]2)=[CH:9][CH:8]=1.[CH3:26][O:27][C:28]1[CH:29]=[N:30][CH:31]=[C:32](B2OC(C)(C)C(C)(C)O2)[CH:33]=1.C(=O)([O-])[O-].[K+].[K+]. Given the product [CH3:26][O:27][C:28]1[CH:33]=[C:32]([C:2]2[CH:3]=[C:4]([CH:23]=[CH:24][CH:25]=2)[CH2:5][O:6][C:7]2[CH:12]=[CH:11][C:10]([C:13]3([CH2:17][C:18]([O:20][CH2:21][CH3:22])=[O:19])[CH2:14][O:15][CH2:16]3)=[CH:9][CH:8]=2)[CH:31]=[N:30][CH:29]=1, predict the reactants needed to synthesize it. (5) Given the product [CH2:1]([C@@H:3]1[CH2:19][CH2:18][CH2:17][C@H:16]([NH:20][C:21](=[O:27])[O:22][C:23]([CH3:26])([CH3:24])[CH3:25])[C:15]2[CH:28]=[C:11]([CH:12]=[CH:13][N:14]=2)[C:10]2[N:9]([CH3:29])[N:8]=[CH:7][C:6]=2[NH:5][C:4]1=[O:30])[CH3:2], predict the reactants needed to synthesize it. The reactants are: [CH2:1]([C@H:3]1[C:4](=[O:30])[NH:5][C:6]2[CH:7]=[N:8][N:9]([CH3:29])[C:10]=2[C:11]2[CH:12]=[CH:13][N:14]=[C:15]([CH:28]=2)[CH:16]([NH:20][C:21](=[O:27])[O:22][C:23]([CH3:26])([CH3:25])[CH3:24])[CH2:17][CH:18]=[CH:19]1)[CH3:2]. (6) Given the product [Cl:14][C:15]1[C:24]([I:25])=[CH:23][C:18]([C:19]([OH:21])=[O:20])=[C:17]([CH2:26][CH3:27])[CH:16]=1, predict the reactants needed to synthesize it. The reactants are: C(C1C=C(C)C(I)=CC=1C(O)=O)C.[Cl:14][C:15]1[C:24]([I:25])=[CH:23][C:18]([C:19]([O:21]C)=[O:20])=[C:17]([CH2:26][CH3:27])[CH:16]=1.C(C1C=C(C)C(I)=CC=1C([O-])=O)C. (7) Given the product [OH:40][CH2:39][CH2:38][CH2:37][NH:36][C:33]([CH:16]1[CH:15]([C:11]2[CH:12]=[CH:13][CH:14]=[C:9]([Cl:8])[CH:10]=2)[C:19]([C:22]2[CH:23]=[CH:24][C:25]([Cl:28])=[CH:26][CH:27]=2)([C:20]#[N:21])[CH:18]([CH2:29][CH:30]([CH3:31])[CH3:32])[NH:17]1)=[O:35], predict the reactants needed to synthesize it. The reactants are: FC(F)(F)C(O)=O.[Cl:8][C:9]1[CH:10]=[C:11]([CH:15]2[C:19]([C:22]3[CH:27]=[CH:26][C:25]([Cl:28])=[CH:24][CH:23]=3)([C:20]#[N:21])[CH:18]([CH2:29][CH:30]([CH3:32])[CH3:31])[NH:17][CH:16]2[C:33]([OH:35])=O)[CH:12]=[CH:13][CH:14]=1.[NH2:36][CH2:37][CH2:38][CH2:39][OH:40].CN(C(ON1N=NC2C=CC=NC1=2)=[N+](C)C)C.F[P-](F)(F)(F)(F)F.CCN(C(C)C)C(C)C.